From a dataset of Reaction yield outcomes from USPTO patents with 853,638 reactions. Predict the reaction yield, written as a fraction of the theoretical maximum amount of product (1.0 means a 100% yield; for example, 0.34 means a 34% yield). (1) The reactants are [C:1]([C:3]1[CH:4]=[C:5]([N:18]([C:23]2[C:42]([CH:43]3[CH2:45][CH2:44]3)=[CH:41][C:26]3[C:27]([C:37]([NH:39][CH3:40])=[O:38])=[C:28]([C:30]4[CH:35]=[CH:34][C:33]([F:36])=[CH:32][CH:31]=4)[O:29][C:25]=3[CH:24]=2)[S:19]([CH3:22])(=[O:21])=[O:20])[CH:6]=[CH:7][C:8]=1[B:9]1[O:13]C(C)(C)C(C)(C)[O:10]1)#[N:2].Cl.I([O-])(=O)(=O)=O.[Na+]. The catalyst is O1CCCC1. The product is [C:1]([C:3]1[CH:4]=[C:5]([N:18]([C:23]2[C:42]([CH:43]3[CH2:44][CH2:45]3)=[CH:41][C:26]3[C:27]([C:37](=[O:38])[NH:39][CH3:40])=[C:28]([C:30]4[CH:31]=[CH:32][C:33]([F:36])=[CH:34][CH:35]=4)[O:29][C:25]=3[CH:24]=2)[S:19]([CH3:22])(=[O:21])=[O:20])[CH:6]=[CH:7][C:8]=1[B:9]([OH:10])[OH:13])#[N:2]. The yield is 0.620. (2) The reactants are [H-].[H-].[H-].[H-].[Li+].[Al+3].[N+:7]([CH:10]=[CH:11][C:12]1[C:20]2[C:15](=[CH:16][C:17]([O:21][CH2:22][C:23]3[CH:28]=[CH:27][CH:26]=[CH:25][CH:24]=3)=[CH:18][CH:19]=2)[NH:14][CH:13]=1)([O-])=O. The catalyst is C1COCC1. The product is [CH2:22]([O:21][C:17]1[CH:16]=[C:15]2[C:20](=[CH:19][CH:18]=1)[C:12]([CH2:11][CH2:10][NH2:7])=[CH:13][NH:14]2)[C:23]1[CH:24]=[CH:25][CH:26]=[CH:27][CH:28]=1. The yield is 0.960. (3) The reactants are [N:1]1[CH:6]=[CH:5][CH:4]=[CH:3][C:2]=1[CH2:7][CH2:8][S:9][C:10]1[C:11](=[O:16])[NH:12][CH:13]=[CH:14][N:15]=1.Br[C:18]1[CH:29]=[CH:28][C:21]([O:22][CH2:23][C:24]([CH3:27])([OH:26])[CH3:25])=[C:20]([CH3:30])[CH:19]=1.CNCCNC.[O-]P([O-])([O-])=O.[K+].[K+].[K+]. The catalyst is O1CCOCC1.[Cu]I. The product is [OH:26][C:24]([CH3:27])([CH3:25])[CH2:23][O:22][C:21]1[CH:28]=[CH:29][C:18]([N:12]2[CH:13]=[CH:14][N:15]=[C:10]([S:9][CH2:8][CH2:7][C:2]3[CH:3]=[CH:4][CH:5]=[CH:6][N:1]=3)[C:11]2=[O:16])=[CH:19][C:20]=1[CH3:30]. The yield is 0.790. (4) The product is [CH3:1][C:2]1([CH:10]2[CH2:15][CH2:14][C:13](=[O:16])[CH2:12][CH2:11]2)[O:3][CH2:4][C:5]([CH3:8])([CH3:9])[CH2:6][O:7]1. The reactants are [CH3:1][C:2]1([CH:10]2[CH2:15][CH2:14][CH:13]([OH:16])[CH2:12][CH2:11]2)[O:7][CH2:6][C:5]([CH3:9])([CH3:8])[CH2:4][O:3]1.C[N+]1([O-])CCOCC1.[O-]S([O-])(=S)=O.[Na+].[Na+]. The yield is 0.850. The catalyst is CC#N.CCC[N+](CCC)(CCC)CCC.[O-][Ru](=O)(=O)=O. (5) The reactants are [O:1]=[C:2]1[NH:6][C@H:5]([C:7]([O:9][CH2:10][CH3:11])=[O:8])[CH2:4][CH2:3]1.[C:12]([O:16][C:17](O[C:17]([O:16][C:12]([CH3:15])([CH3:14])[CH3:13])=[O:18])=[O:18])([CH3:15])([CH3:14])[CH3:13]. The catalyst is C(#N)C.CN(C)C1C=CN=CC=1. The product is [O:1]=[C:2]1[N:6]([C:17]([O:16][C:12]([CH3:15])([CH3:14])[CH3:13])=[O:18])[C@H:5]([C:7]([O:9][CH2:10][CH3:11])=[O:8])[CH2:4][CH2:3]1. The yield is 1.00. (6) The reactants are [CH3:1][CH2:2][O:3][C:4]([C:6]1[N:7](C(OC(C)(C)C)=O)[C:8]2[C:13]([CH:14]=1)=[CH:12][C:11]([Cl:15])=[CH:10][C:9]=2[CH2:16]Br)=[O:5].[NH:25]1[CH2:30][CH2:29][O:28][CH2:27][CH2:26]1. The product is [CH2:2]([O:3][C:4]([C:6]1[NH:7][C:8]2[C:13]([CH:14]=1)=[CH:12][C:11]([Cl:15])=[CH:10][C:9]=2[CH2:16][N:25]1[CH2:30][CH2:29][O:28][CH2:27][CH2:26]1)=[O:5])[CH3:1]. The catalyst is C1COCC1. The yield is 0.620. (7) The reactants are [F:1][C:2]1[CH:7]=[CH:6][C:5]([C:8]2[C:9]3[CH:25]=[CH:24][C:23]([O:26]C)=[CH:22][C:10]=3[S:11][C:12]=2[O:13][C:14]2[CH:19]=[CH:18][C:17]([O:20]C)=[CH:16][CH:15]=2)=[CH:4][CH:3]=1.B(Br)(Br)Br. No catalyst specified. The product is [F:1][C:2]1[CH:3]=[CH:4][C:5]([C:8]2[C:9]3[CH:25]=[CH:24][C:23]([OH:26])=[CH:22][C:10]=3[S:11][C:12]=2[O:13][C:14]2[CH:15]=[CH:16][C:17]([OH:20])=[CH:18][CH:19]=2)=[CH:6][CH:7]=1. The yield is 0.750. (8) The reactants are ClC[C:3]([O:5][C:6](=[O:9])[CH2:7][Cl:8])=[O:4].[CH2:10]=[O:11].[CH2:12]([Cl:14])Cl. The catalyst is S(=O)(=O)(O)O. The product is [Cl:8][CH2:7][C:6]([O:5][CH2:3][O:4][C:10](=[O:11])[CH2:12][Cl:14])=[O:9]. The yield is 0.570.